Dataset: Full USPTO retrosynthesis dataset with 1.9M reactions from patents (1976-2016). Task: Predict the reactants needed to synthesize the given product. Given the product [CH:2]([C:3]1[CH:4]=[C:5]([CH:35]=[CH:36][CH:37]=1)[CH2:6][N:7]([C@@H:25]1[C:34]2[C:29](=[CH:30][CH:31]=[CH:32][CH:33]=2)[CH2:28][CH2:27][CH2:26]1)[C:8]([C:10]1[CH:15]=[C:14]([C:16]([OH:18])=[O:17])[C:13]([C:19]([OH:21])=[O:20])=[CH:12][C:11]=1[C:22]([OH:24])=[O:23])=[O:9])=[O:1], predict the reactants needed to synthesize it. The reactants are: [OH:1][CH2:2][C:3]1[CH:4]=[C:5]([CH:35]=[CH:36][CH:37]=1)[CH2:6][N:7]([C@@H:25]1[C:34]2[C:29](=[CH:30][CH:31]=[CH:32][CH:33]=2)[CH2:28][CH2:27][CH2:26]1)[C:8]([C:10]1[CH:15]=[C:14]([C:16]([OH:18])=[O:17])[C:13]([C:19]([OH:21])=[O:20])=[CH:12][C:11]=1[C:22]([OH:24])=[O:23])=[O:9].C(N(CC)CC)C.